This data is from Reaction yield outcomes from USPTO patents with 853,638 reactions. The task is: Predict the reaction yield, written as a fraction of the theoretical maximum amount of product (1.0 means a 100% yield; for example, 0.34 means a 34% yield). (1) The reactants are C[O:2][C:3](=O)[CH:4]([C:9]1[CH:14]=[CH:13][C:12]([NH:15][C:16]([C:18]2[NH:19][CH:20]=[C:21]([C:23]#[N:24])[N:22]=2)=[O:17])=[C:11]([C:25]2[CH2:30][CH2:29][CH2:28][CH2:27][CH:26]=2)[CH:10]=1)[C:5](OC)=[O:6].[BH4-].[Na+].CO.C(O)(=O)CC(CC(O)=O)(C(O)=O)O. The catalyst is C(O)(C)(C)C.CCOC(C)=O. The product is [C:25]1([C:11]2[CH:10]=[C:9]([CH:4]([CH2:3][OH:2])[CH2:5][OH:6])[CH:14]=[CH:13][C:12]=2[NH:15][C:16]([C:18]2[NH:19][CH:20]=[C:21]([C:23]#[N:24])[N:22]=2)=[O:17])[CH2:30][CH2:29][CH2:28][CH2:27][CH:26]=1. The yield is 0.610. (2) The reactants are [Mg].Br[CH2:3][CH2:4][CH2:5][CH2:6][CH2:7][CH2:8][CH2:9][CH3:10].Cl[P:12]1(=[O:17])[CH2:16][CH:15]=[CH:14][CH2:13]1. No catalyst specified. The product is [CH2:3]([P:12]1(=[O:17])[CH2:16][CH:15]=[CH:14][CH2:13]1)[CH2:4][CH2:5][CH2:6][CH2:7][CH2:8][CH2:9][CH3:10]. The yield is 0.640. (3) The catalyst is C(OCC)(=O)C. The yield is 0.470. The reactants are [Cl:1][C:2]1[CH:6]=[C:5]([C:7]2[N:8]([CH3:12])[N:9]=[CH:10][N:11]=2)[S:4][C:3]=1[C:13]1[N:17]2[N:18]=[C:19]([CH3:27])[CH:20]=[C:21]([C:22](=[O:26])[CH2:23][CH2:24][CH3:25])[C:16]2=[N:15][C:14]=1[CH3:28].[CH2:29]1[CH2:33]OC[CH2:30]1.C([Mg]Br)CC.C(OCC)C. The product is [Cl:1][C:2]1[CH:6]=[C:5]([C:7]2[N:8]([CH3:12])[N:9]=[CH:10][N:11]=2)[S:4][C:3]=1[C:13]1[N:17]2[N:18]=[C:19]([CH3:27])[CH:20]=[C:21]([C:22]([OH:26])([CH2:30][CH2:29][CH3:33])[CH2:23][CH2:24][CH3:25])[C:16]2=[N:15][C:14]=1[CH3:28]. (4) The reactants are [C:1]1([CH2:7][CH2:8][CH2:9][C:10]#[CH:11])[CH:6]=[CH:5][CH:4]=[CH:3][CH:2]=1.[B]1OC2C(=CC=CC=2)O1.Br[C:22]1[S:26][C:25]([CH2:27][CH2:28][C:29]2([CH3:35])[CH2:33][O:32][C:31](=[O:34])[NH:30]2)=[CH:24][CH:23]=1.[O-]CC.[Na+].[OH-].[Na+]. The product is [CH3:35][C:29]1([CH2:28][CH2:27][C:25]2[S:26][C:22]([CH:11]=[CH:10][CH2:9][CH2:8][CH2:7][C:1]3[CH:6]=[CH:5][CH:4]=[CH:3][CH:2]=3)=[CH:23][CH:24]=2)[CH2:33][O:32][C:31](=[O:34])[NH:30]1. The catalyst is Cl[Pd](Cl)([P](C1C=CC=CC=1)(C1C=CC=CC=1)C1C=CC=CC=1)[P](C1C=CC=CC=1)(C1C=CC=CC=1)C1C=CC=CC=1.C1(C)C=CC=CC=1. The yield is 0.680. (5) The reactants are Br[C:2]1[N:7]=[C:6]2[N:8]([CH3:22])[C:9]3[CH2:14][CH2:13][N:12]([C:15]([O:17][C:18]([CH3:21])([CH3:20])[CH3:19])=[O:16])[CH2:11][C:10]=3[C:5]2=[CH:4][CH:3]=1.[F:23][C:24]([F:41])([F:40])[C:25]1[N:30]=[CH:29][C:28]([CH2:31][O:32][C:33]2[CH:38]=[CH:37][NH:36][C:35](=[O:39])[CH:34]=2)=[CH:27][CH:26]=1.C([O-])([O-])=O.[Cs+].[Cs+].OC1C=CC=C2C=1N=CC=C2. The catalyst is CS(C)=O.[Cu](I)I. The product is [CH3:22][N:8]1[C:6]2=[N:7][C:2]([N:36]3[CH:37]=[CH:38][C:33]([O:32][CH2:31][C:28]4[CH:29]=[N:30][C:25]([C:24]([F:23])([F:40])[F:41])=[CH:26][CH:27]=4)=[CH:34][C:35]3=[O:39])=[CH:3][CH:4]=[C:5]2[C:10]2[CH2:11][N:12]([C:15]([O:17][C:18]([CH3:21])([CH3:20])[CH3:19])=[O:16])[CH2:13][CH2:14][C:9]1=2. The yield is 0.390. (6) The reactants are [Cl:1][C:2]1[N:3]=[N:4][C:5](Cl)=[CH:6][CH:7]=1.[NH2:9][NH2:10].CCN(CC)CC. The catalyst is O1CCOCC1. The product is [Cl:1][C:2]1[N:3]=[N:4][C:5]([NH:9][NH2:10])=[CH:6][CH:7]=1. The yield is 0.840. (7) The reactants are CS(C)=O.[CH3:5][C:6]1[CH:11]=[CH:10][N:9]=[C:8]([O:12][CH2:13][C:14]2[CH:19]=[CH:18][C:17](/[CH:20]=[CH:21]/[N+:22]([O-:24])=[O:23])=[CH:16][CH:15]=2)[CH:7]=1.C(O)(=O)C.[BH4-].[Na+]. The catalyst is O. The product is [CH3:5][C:6]1[CH:11]=[CH:10][N:9]=[C:8]([O:12][CH2:13][C:14]2[CH:19]=[CH:18][C:17]([CH2:20][CH2:21][N+:22]([O-:24])=[O:23])=[CH:16][CH:15]=2)[CH:7]=1. The yield is 0.351. (8) The reactants are [CH3:1][O:2][C:3](=[O:47])[NH:4][CH:5]([C:9]([N:11]1[CH2:15][CH2:14][CH2:13][CH:12]1[C:16]1[NH:17][C:18]([C:21]2[CH:30]=[CH:29][C:28]3[C:23](=[CH:24][CH:25]=[C:26]([C:31]4[CH:36]=[CH:35][C:34]([C:37]5[NH:38][C:39]([CH:42]6[CH2:46][CH2:45][CH2:44][NH:43]6)=[N:40][CH:41]=5)=[CH:33][CH:32]=4)[CH:27]=3)[CH:22]=2)=[CH:19][N:20]=1)=[O:10])[CH:6]([CH3:8])[CH3:7].[CH3:48][O:49][C:50]([NH:52][C@@H:53]([C:57]1[CH:62]=[CH:61][CH:60]=[CH:59][C:58]=1[O:63][CH3:64])[C:54](O)=[O:55])=[O:51].[O-]P([O-])([O-])=O.[K+].[K+].[K+].CCOC(C(C#N)=NOC(N1CCOCC1)=[N+](C)C)=O.F[P-](F)(F)(F)(F)F. The catalyst is C(Cl)Cl. The product is [CH3:1][O:2][C:3](=[O:47])[NH:4][CH:5]([C:9]([N:11]1[CH2:15][CH2:14][CH2:13][CH:12]1[C:16]1[NH:17][C:18]([C:21]2[CH:30]=[CH:29][C:28]3[C:23](=[CH:24][CH:25]=[C:26]([C:31]4[CH:36]=[CH:35][C:34]([C:37]5[NH:38][C:39]([CH:42]6[CH2:46][CH2:45][CH2:44][N:43]6[C:54](=[O:55])[CH:53]([NH:52][C:50]([O:49][CH3:48])=[O:51])[C:57]6[CH:62]=[CH:61][CH:60]=[CH:59][C:58]=6[O:63][CH3:64])=[N:40][CH:41]=5)=[CH:33][CH:32]=4)[CH:27]=3)[CH:22]=2)=[CH:19][N:20]=1)=[O:10])[CH:6]([CH3:8])[CH3:7]. The yield is 0.500. (9) The reactants are F[C:2]1[CH:7]=[C:6]([C:8]2[N:13]=[CH:12][N:11]=[C:10]([NH:14][CH:15]3[CH2:20][CH2:19][O:18][CH2:17][CH2:16]3)[CH:9]=2)[CH:5]=[CH:4][N:3]=1.[OH-:21].[Na+]. The catalyst is Cl. The product is [O:18]1[CH2:19][CH2:20][CH:15]([NH:14][C:10]2[N:11]=[CH:12][N:13]=[C:8]([C:6]3[CH:5]=[CH:4][NH:3][C:2](=[O:21])[CH:7]=3)[CH:9]=2)[CH2:16][CH2:17]1. The yield is 0.991.